This data is from Forward reaction prediction with 1.9M reactions from USPTO patents (1976-2016). The task is: Predict the product of the given reaction. (1) Given the reactants CS(O[CH2:6][C@@H:7]([NH:23][C:24]([O:26][C:27]([CH3:30])([CH3:29])[CH3:28])=[O:25])[C@H:8]([O:15][Si:16]([C:19]([CH3:22])([CH3:21])[CH3:20])([CH3:18])[CH3:17])[C@@H:9]([CH3:14])[CH2:10][N:11]=[N+]=[N-])(=O)=O.CCN(C(C)C)C(C)C, predict the reaction product. The product is: [Si:16]([O:15][C@@H:8]1[C@@H:9]([CH3:14])[CH2:10][NH:11][CH2:6][C@H:7]1[NH:23][C:24](=[O:25])[O:26][C:27]([CH3:30])([CH3:28])[CH3:29])([C:19]([CH3:21])([CH3:22])[CH3:20])([CH3:17])[CH3:18]. (2) Given the reactants C(N(CC)CC)C.[CH:8]([C:10]1[C:18]2[C:13](=[CH:14][CH:15]=[CH:16][CH:17]=2)[N:12](C(OC(C)(C)C)=O)[CH:11]=1)=[O:9].[CH3:26][O:27][C:28]1[CH:29]=[C:30]([CH:43]=[CH:44][CH:45]=1)[N:31]=[CH:32][C:33]1[N:34]=[C:35]2[CH:40]=[CH:39][C:38]([CH3:41])=[CH:37][N:36]2[CH:42]=1, predict the reaction product. The product is: [NH:12]1[C:13]2[C:18](=[CH:17][CH:16]=[CH:15][CH:14]=2)[C:10]([C:8](=[O:9])[CH:32]([NH:31][C:30]2[CH:43]=[CH:44][CH:45]=[C:28]([O:27][CH3:26])[CH:29]=2)[C:33]2[N:34]=[C:35]3[CH:40]=[CH:39][C:38]([CH3:41])=[CH:37][N:36]3[CH:42]=2)=[CH:11]1. (3) Given the reactants Br[CH2:2][C:3]1[CH:8]=[CH:7][C:6]([N+:9]([O-:11])=[O:10])=[C:5]([O:12][CH3:13])[CH:4]=1.[CH2:14]([N:16](CC)[CH2:17]C)C.CNC, predict the reaction product. The product is: [CH3:13][O:12][C:5]1[CH:4]=[C:3]([CH2:2][N:16]([CH3:17])[CH3:14])[CH:8]=[CH:7][C:6]=1[N+:9]([O-:11])=[O:10]. (4) The product is: [CH3:37][S:38]([N:10]1[CH2:11][C:5]2[C:4]([N+:15]([O-:17])=[O:16])=[C:3]([O:2][CH3:1])[CH:14]=[CH:13][C:6]=2[NH:7][C:8](=[O:12])[CH2:9]1)(=[O:40])=[O:39]. Given the reactants [CH3:1][O:2][C:3]1[CH:14]=[CH:13][C:6]2[NH:7][C:8](=[O:12])[CH2:9][NH:10][CH2:11][C:5]=2[C:4]=1[N+:15]([O-:17])=[O:16].CN(C)C1C2C(=CC=CC=2N(C)C)C=CC=1.C(#N)C.[CH3:37][S:38](O[S:38]([CH3:37])(=[O:40])=[O:39])(=[O:40])=[O:39].Cl, predict the reaction product. (5) Given the reactants [N+:1]([C:4]1[CH:9]=[CH:8][C:7]([N:10]2[CH2:15][CH2:14][CH2:13][CH:12]([NH:16][C:17](=[O:23])[O:18][C:19]([CH3:22])([CH3:21])[CH3:20])[CH2:11]2)=[CH:6][CH:5]=1)([O-])=O, predict the reaction product. The product is: [NH2:1][C:4]1[CH:9]=[CH:8][C:7]([N:10]2[CH2:15][CH2:14][CH2:13][CH:12]([NH:16][C:17](=[O:23])[O:18][C:19]([CH3:21])([CH3:20])[CH3:22])[CH2:11]2)=[CH:6][CH:5]=1.